Dataset: Reaction yield outcomes from USPTO patents with 853,638 reactions. Task: Predict the reaction yield, written as a fraction of the theoretical maximum amount of product (1.0 means a 100% yield; for example, 0.34 means a 34% yield). (1) The yield is 0.827. The catalyst is O. The product is [C:25]([O:24][C:15]1[C:14]([Cl:13])=[CH:22][C:21]([Cl:23])=[CH:20][C:16]=1[C:17]([OH:19])=[O:18])(=[O:27])[CH3:26]. The reactants are C1(C)C=CC=CC=1.S(=O)(=O)(O)O.[Cl:13][C:14]1[CH:22]=[C:21]([Cl:23])[CH:20]=[C:16]([C:17]([OH:19])=[O:18])[C:15]=1[OH:24].[C:25](OC(=O)C)(=[O:27])[CH3:26]. (2) The reactants are [NH2:1][CH2:2][C:3]1[CH:29]=[CH:28][CH:27]=[CH:26][C:4]=1[CH2:5][O:6][CH:7]1[CH:12]([C:13]2[CH:18]=[CH:17][CH:16]=[CH:15][CH:14]=2)[CH2:11][CH2:10][N:9]([C:19]([O:21][C:22]([CH3:25])([CH3:24])[CH3:23])=[O:20])[CH2:8]1.C(N(CC)CC)C.[C:37](O)(=[O:44])[C:38]1[CH:43]=[CH:42][CH:41]=[N:40][CH:39]=1.C(Cl)CCl. The catalyst is C(Cl)Cl.CN(C)C1C=CN=CC=1. The product is [C:13]1([CH:12]2[CH2:11][CH2:10][N:9]([C:19]([O:21][C:22]([CH3:24])([CH3:25])[CH3:23])=[O:20])[CH2:8][CH:7]2[O:6][CH2:5][C:4]2[CH:26]=[CH:27][CH:28]=[CH:29][C:3]=2[CH2:2][NH:1][C:37]([C:38]2[CH:39]=[N:40][CH:41]=[CH:42][CH:43]=2)=[O:44])[CH:18]=[CH:17][CH:16]=[CH:15][CH:14]=1. The yield is 0.530.